From a dataset of Forward reaction prediction with 1.9M reactions from USPTO patents (1976-2016). Predict the product of the given reaction. (1) Given the reactants [Br:1][C:2]1[CH:3]=[C:4]([NH2:11])[C:5]([NH:8][CH2:9][CH3:10])=[N:6][CH:7]=1.[CH3:12][O:13][C:14]1[CH:19]=[CH:18][C:17]([S:20](Cl)(=[O:22])=[O:21])=[CH:16][CH:15]=1, predict the reaction product. The product is: [Br:1][C:2]1[CH:3]=[C:4]([NH:11][S:20]([C:17]2[CH:16]=[CH:15][C:14]([O:13][CH3:12])=[CH:19][CH:18]=2)(=[O:22])=[O:21])[C:5]([NH:8][CH2:9][CH3:10])=[N:6][CH:7]=1. (2) Given the reactants [CH3:1][CH:2]1[CH2:7][CH2:6][N:5]([C:8]([C:10]2[CH:18]=[CH:17][C:16]3[N:15]([CH2:19][CH2:20][CH3:21])[C:14]4[CH2:22][CH2:23][N:24](C(OC(C)(C)C)=O)[CH2:25][C:13]=4[C:12]=3[CH:11]=2)=[O:9])[CH2:4][CH2:3]1.FC(F)(F)C(O)=O, predict the reaction product. The product is: [CH3:1][CH:2]1[CH2:7][CH2:6][N:5]([C:8]([C:10]2[CH:18]=[CH:17][C:16]3[N:15]([CH2:19][CH2:20][CH3:21])[C:14]4[CH2:22][CH2:23][NH:24][CH2:25][C:13]=4[C:12]=3[CH:11]=2)=[O:9])[CH2:4][CH2:3]1. (3) Given the reactants [C:1]([O:8]CC)(=O)[C:2]([O:4]CC)=O.[CH3:11][C:12]1[C:17]([CH3:18])=[CH:16][C:15]([NH2:19])=[C:14]([NH2:20])[CH:13]=1, predict the reaction product. The product is: [CH3:18][C:17]1[CH:16]=[C:15]2[C:14](=[CH:13][C:12]=1[CH3:11])[NH:20][C:1](=[O:8])[C:2](=[O:4])[NH:19]2. (4) Given the reactants [CH2:1]([C@H:3]1[CH2:8][N:7]([CH:9]2[CH2:12][O:11][CH2:10]2)[CH2:6][CH2:5][N:4]1[C:13]1[CH:14]=[CH:15][C:16]([NH:19][C:20]2[C:25](=[O:26])[N:24]([CH3:27])[CH:23]=[C:22]([C:28]3[C:33]([CH:34]=[O:35])=[C:32]([N:36]4[CH:48]=[CH:47][N:39]5[C:40]6[CH2:41][CH2:42][CH2:43][CH2:44][C:45]=6[CH:46]=[C:38]5[C:37]4=[O:49])[N:31]=[CH:30][CH:29]=3)[CH:21]=2)=[N:17][CH:18]=1)[CH3:2].[BH4-].[Na+], predict the reaction product. The product is: [CH2:1]([C@H:3]1[CH2:8][N:7]([CH:9]2[CH2:10][O:11][CH2:12]2)[CH2:6][CH2:5][N:4]1[C:13]1[CH:14]=[CH:15][C:16]([NH:19][C:20]2[C:25](=[O:26])[N:24]([CH3:27])[CH:23]=[C:22]([C:28]3[CH:29]=[CH:30][N:31]=[C:32]([N:36]4[CH:48]=[CH:47][N:39]5[C:40]6[CH2:41][CH2:42][CH2:43][CH2:44][C:45]=6[CH:46]=[C:38]5[C:37]4=[O:49])[C:33]=3[CH2:34][OH:35])[CH:21]=2)=[N:17][CH:18]=1)[CH3:2]. (5) Given the reactants [CH:1]([O:4][C:5]([C:7]1[CH:12]=[CH:11][CH:10]=[CH:9][C:8]=1B(O)O)=[O:6])([CH3:3])[CH3:2].Cl[C:17]1[CH:22]=[CH:21][C:20]([C:23]([F:26])([F:25])[F:24])=[CH:19][N:18]=1, predict the reaction product. The product is: [CH:1]([O:4][C:5](=[O:6])[C:7]1[CH:12]=[CH:11][CH:10]=[CH:9][C:8]=1[C:17]1[CH:22]=[CH:21][C:20]([C:23]([F:26])([F:25])[F:24])=[CH:19][N:18]=1)([CH3:3])[CH3:2]. (6) Given the reactants [CH3:1][N:2]1[CH:6]=[C:5]([C:7]2[CH:8]=[C:9]3[C:14](=[CH:15][CH:16]=2)[NH:13][CH2:12][CH2:11][CH2:10]3)[CH:4]=[N:3]1.Br[C:18]1[C:22]2[CH2:23][N:24]([C:27]([O:29][C:30]([CH3:33])([CH3:32])[CH3:31])=[O:28])[CH2:25][CH2:26][C:21]=2[N:20]([CH:34]2[CH2:39][CH2:38][O:37][CH2:36][CH2:35]2)[N:19]=1.C(O[Na])(C)(C)C.O1CCOCC1, predict the reaction product. The product is: [CH3:1][N:2]1[CH:6]=[C:5]([C:7]2[CH:8]=[C:9]3[C:14](=[CH:15][CH:16]=2)[N:13]([C:18]2[C:22]4[CH2:23][N:24]([C:27]([O:29][C:30]([CH3:32])([CH3:33])[CH3:31])=[O:28])[CH2:25][CH2:26][C:21]=4[N:20]([CH:34]4[CH2:35][CH2:36][O:37][CH2:38][CH2:39]4)[N:19]=2)[CH2:12][CH2:11][CH2:10]3)[CH:4]=[N:3]1. (7) Given the reactants [OH:1][C:2]1([CH2:25][OH:26])[CH2:7][CH2:6][N:5]([C:8]2[CH:13]=[CH:12][C:11]([N:14]3[CH2:18][C@H:17]([CH2:19][NH:20][C:21](=[O:23])[CH3:22])[O:16][C:15]3=[O:24])=[CH:10][CH:9]=2)[CH2:4][CH2:3]1.C=O.[C:29]1(C)C=CC(S(O)(=O)=O)=CC=1, predict the reaction product. The product is: [O:1]1[C:2]2([CH2:3][CH2:4][N:5]([C:8]3[CH:9]=[CH:10][C:11]([N:14]4[CH2:18][C@H:17]([CH2:19][NH:20][C:21](=[O:23])[CH3:22])[O:16][C:15]4=[O:24])=[CH:12][CH:13]=3)[CH2:6][CH2:7]2)[CH2:25][O:26][CH2:29]1. (8) Given the reactants [OH:1][C:2]1[CH:7]=[CH:6][C:5]([C:8](=[O:10])[CH3:9])=[CH:4][CH:3]=1.C([O-])([O-])=O.[K+].[K+].Br[CH2:18][C:19]([O:21][CH2:22][CH3:23])=[O:20], predict the reaction product. The product is: [CH2:22]([O:21][C:19](=[O:20])[CH2:18][O:1][C:2]1[CH:7]=[CH:6][C:5]([C:8](=[O:10])[CH3:9])=[CH:4][CH:3]=1)[CH3:23].